This data is from Forward reaction prediction with 1.9M reactions from USPTO patents (1976-2016). The task is: Predict the product of the given reaction. (1) The product is: [C:8]([CH:10]([C:16]1([CH:1]=[CH2:2])[CH2:21][CH2:20][CH2:19][CH2:18][CH2:17]1)[C:11]([O:13][CH2:14][CH3:15])=[O:12])#[N:9]. Given the reactants [CH:1]([Mg]Br)=[CH2:2].C[Mg]Br.[C:8]([C:10](=[C:16]1[CH2:21][CH2:20][CH2:19][CH2:18][CH2:17]1)[C:11]([O:13][CH2:14][CH3:15])=[O:12])#[N:9], predict the reaction product. (2) The product is: [CH3:11][S:21]([C:3]1[CH:4]=[CH:5][C:6]([Br:9])=[N:7][CH:8]=1)(=[O:25])=[O:22]. Given the reactants CS[C:3]1[CH:4]=[CH:5][C:6]([Br:9])=[N:7][CH:8]=1.Cl[C:11]1C=CC=C(C(OO)=O)C=1.[S:21]([O-:25])([O-])(=O)=[O:22].[Na+].[Na+], predict the reaction product.